This data is from Reaction yield outcomes from USPTO patents with 853,638 reactions. The task is: Predict the reaction yield, written as a fraction of the theoretical maximum amount of product (1.0 means a 100% yield; for example, 0.34 means a 34% yield). The reactants are [OH:1][C:2]1(S)[CH:7]=[C:6]([CH2:8][CH2:9][CH2:10][O:11][CH3:12])[N:5]=[CH:4][NH:3]1.ClCC(O)=[O:17].[OH-].[Na+]. The catalyst is O. The product is [OH:17][C:4]1[N:3]=[C:2]([OH:1])[CH:7]=[C:6]([CH2:8][CH2:9][CH2:10][O:11][CH3:12])[N:5]=1. The yield is 0.550.